From a dataset of Forward reaction prediction with 1.9M reactions from USPTO patents (1976-2016). Predict the product of the given reaction. (1) Given the reactants Cl[C:2]1[N:7]=[C:6]([NH:8][CH:9]2[CH2:12][CH2:11][CH2:10]2)[C:5]([Cl:13])=[CH:4][N:3]=1.[NH2:14][C:15]1[CH:16]=[C:17]([N:21]2[CH2:25][CH2:24][O:23][C:22]2=[O:26])[CH:18]=[CH:19][CH:20]=1.C1(C)C=CC(S(O)(=O)=O)=CC=1, predict the reaction product. The product is: [Cl:13][C:5]1[C:6]([NH:8][CH:9]2[CH2:12][CH2:11][CH2:10]2)=[N:7][C:2]([NH:14][C:15]2[CH:16]=[C:17]([N:21]3[CH2:25][CH2:24][O:23][C:22]3=[O:26])[CH:18]=[CH:19][CH:20]=2)=[N:3][CH:4]=1. (2) Given the reactants CC(OC(/N=N/C(OC(C)C)=O)=O)C.[CH3:15][N:16]1[C:20]([CH2:21][CH2:22][O:23][C:24]2[CH:29]=[CH:28][C:27]([N:30]3[CH2:35][CH2:34][N:33]([C:36]4[CH2:37][CH2:38][C:39]5[N:40]([C:42]([C:45]([F:48])([F:47])[F:46])=[N:43][N:44]=5)[N:41]=4)[CH2:32][CH2:31]3)=[CH:26][CH:25]=2)=CC=N1.OCCCN1C[CH2:57][N:56]([C:59]([O:61][C:62]([CH3:65])([CH3:64])[CH3:63])=[O:60])[CH2:55][CH2:54]1.C1(P(C2C=CC=CC=2)C2C=CC=CC=2)C=CC=CC=1, predict the reaction product. The product is: [F:48][C:45]([F:47])([F:46])[C:42]1[N:40]2[N:41]=[C:36]([N:33]3[CH2:34][CH2:35][N:30]([C:27]4[CH:26]=[CH:25][C:24]([O:23][CH2:22][CH2:21][CH2:20][N:16]5[CH2:15][CH2:57][N:56]([C:59]([O:61][C:62]([CH3:63])([CH3:65])[CH3:64])=[O:60])[CH2:55][CH2:54]5)=[CH:29][CH:28]=4)[CH2:31][CH2:32]3)[CH:37]=[CH:38][C:39]2=[N:44][N:43]=1. (3) Given the reactants [N+:1]([O:4][CH2:5][CH2:6][CH2:7][OH:8])([O-:3])=[O:2].C(N(CC)CC)C.[C:16](Cl)(=[O:22])[CH2:17][CH2:18][CH2:19][CH2:20][CH3:21], predict the reaction product. The product is: [C:16]([O:8][CH2:7][CH2:6][CH2:5][O:4][N+:1]([O-:3])=[O:2])(=[O:22])[CH2:17][CH2:18][CH2:19][CH2:20][CH3:21]. (4) Given the reactants [NH2:1][C:2]1[S:3][C:4](/[CH:7]=[CH:8]/[C:9]2[O:10][C:11]([C:14]([CH3:17])([CH3:16])[CH3:15])=[CH:12][N:13]=2)=[CH:5][N:6]=1.CN(C=O)C.C(N(CC)C(C)C)(C)C.[C:32]1([CH2:38][C:39](Cl)=[O:40])[CH:37]=[CH:36][CH:35]=[CH:34][CH:33]=1, predict the reaction product. The product is: [C:14]([C:11]1[O:10][C:9]([CH:8]=[CH:7][C:4]2[S:3][C:2]([NH:1][C:39](=[O:40])[CH2:38][C:32]3[CH:37]=[CH:36][CH:35]=[CH:34][CH:33]=3)=[N:6][CH:5]=2)=[N:13][CH:12]=1)([CH3:17])([CH3:16])[CH3:15]. (5) Given the reactants [NH2:1][C:2]1[CH:3]=[CH:4][C:5]([CH3:21])=[C:6]([C:8]2[CH:13]=[CH:12][C:11]([C:14]([NH:16][CH2:17][CH:18]3[CH2:20][CH2:19]3)=[O:15])=[CH:10][CH:9]=2)[CH:7]=1.[O:22]1[CH:26]=[CH:25][C:24]([C:27](O)=[O:28])=[CH:23]1, predict the reaction product. The product is: [CH:18]1([CH2:17][NH:16][C:14]([C:11]2[CH:12]=[CH:13][C:8]([C:6]3[C:5]([CH3:21])=[CH:4][CH:3]=[C:2]([NH:1][C:27]([C:24]4[CH:25]=[CH:26][O:22][CH:23]=4)=[O:28])[CH:7]=3)=[CH:9][CH:10]=2)=[O:15])[CH2:20][CH2:19]1. (6) The product is: [O:43]1[CH:44]=[N:45][C:41]([CH2:40][N:27]2[CH2:28][CH2:29][CH:24]([O:23][C:17]3[CH:18]=[C:19]([F:22])[CH:20]=[CH:21][C:16]=3[NH:15][C:4]3[C:5]4[C:10]([CH3:11])=[C:9]([C:12]([NH2:14])=[O:13])[S:8][C:6]=4[N:7]=[CH:2][N:3]=3)[CH2:25][CH2:26]2)=[N:42]1. Given the reactants C[C:2]1[N:3]=[C:4]([NH:15][C:16]2[CH:21]=[CH:20][C:19]([F:22])=[CH:18][C:17]=2[O:23][CH:24]2[CH2:29][CH2:28][NH:27][CH2:26][CH2:25]2)[C:5]2[C:10]([CH3:11])=[C:9]([C:12]([NH2:14])=[O:13])[S:8][C:6]=2[N:7]=1.CCN(C(C)C)C(C)C.Cl[CH2:40][C:41]1[N:45]=[CH:44][O:43][N:42]=1.O, predict the reaction product. (7) Given the reactants [CH2:1]([O:3][C:4](=[O:16])[C@@H:5]([O:14][CH3:15])[CH2:6][C:7]1[CH:12]=[CH:11][C:10]([OH:13])=[CH:9][CH:8]=1)[CH3:2].C(=O)([O-])[O-].[K+].[K+].S([O-])([O-])(=O)=O.[Mg+2].[CH2:29](Br)[CH2:30][Br:31], predict the reaction product. The product is: [CH2:1]([O:3][C:4](=[O:16])[C@@H:5]([O:14][CH3:15])[CH2:6][C:7]1[CH:8]=[CH:9][C:10]([O:13][CH2:29][CH2:30][Br:31])=[CH:11][CH:12]=1)[CH3:2]. (8) Given the reactants [CH2:1]([O:8][CH:9]1[CH:14]2[O:15][CH:16]([C:19]3[CH:24]=[CH:23][CH:22]=[CH:21][CH:20]=3)[O:17][CH2:18][CH:13]2[O:12][CH:11]([O:25]C)[CH:10]1O)[C:2]1C=CC=CC=1.OS(O)(=O)=O.[C:33]([O:36][CH2:37][CH3:38])(=[O:35])[CH3:34].C([O-])(O)=[O:40].[Na+].[CH3:44][C:45]([O:47]C(C)=O)=[O:46], predict the reaction product. The product is: [C:33]([O:36][CH:37]1[CH:18]([O:17][CH2:16][C:19]2[CH:20]=[CH:21][CH:22]=[CH:23][CH:24]=2)[CH:13]([O:12][C:11](=[O:25])[CH3:10])[CH:14]([CH2:9][O:8][C:1](=[O:40])[CH3:2])[O:15][CH:38]1[O:47][C:45](=[O:46])[CH3:44])(=[O:35])[CH3:34].